Binary Classification. Given a miRNA mature sequence and a target amino acid sequence, predict their likelihood of interaction. From a dataset of Experimentally validated miRNA-target interactions with 360,000+ pairs, plus equal number of negative samples. (1) The miRNA is hsa-miR-5582-3p with sequence UAAAACUUUAAGUGUGCCUAGG. The protein sequence of the target gene is MPEPSRSTPAPKKGSKKAITKAQKKDGKKRKRGRKESYSIYVYKVLKQVHPDTGISSKAMGIMNSFVNDIFERIASEASRLAHYNKRSTITSREVQTAVRLLLPGELAKHAVSEGTKAVTKYTSSK. Result: 0 (no interaction). (2) The miRNA is hsa-miR-4714-3p with sequence CCAACCUAGGUGGUCAGAGUUG. The protein sequence of the target gene is MEVAEPSSPTEEEEEEEEHSAEPRPRTRSNPEGAEDRAVGAQASVGSRSEGEGEAASADDGSLNTSGAGPKSWQVPPPAPEVQIRTPRVNCPEKVIICLDLSEEMSLPKLESFNGSKTNALNVSQKMIEMFVRTKHKIDKSHEFALVVVNDDTAWLSGLTSDPRELCSCLYDLETASCSTFNLEGLFSLIQQKTELPVTENVQTIPPPYVVRTILVYSRPPCQPQFSLTEPMKKMFQCPYFFFDVVYIHNGTEEKEEEMSWKDMFAFMGSLDTKGTSYKYEVALAGPALELHNCMAKLLA.... Result: 0 (no interaction).